Dataset: Forward reaction prediction with 1.9M reactions from USPTO patents (1976-2016). Task: Predict the product of the given reaction. (1) Given the reactants [CH2:1]([C:3]1[N:4]=[C:5]2[C:10]([C:11]([F:14])([F:13])[F:12])=[CH:9][CH:8]=[CH:7][N:6]2[CH:15]=1)[CH3:2].Br[C:17]1[CH:22]=[CH:21][C:20]([CH2:23][O:24][C:25]2[CH:30]=[CH:29][CH:28]=[C:27]([S:31]([CH3:34])(=[O:33])=[O:32])[CH:26]=2)=[CH:19][CH:18]=1, predict the reaction product. The product is: [CH2:1]([C:3]1[N:4]=[C:5]2[C:10]([C:11]([F:13])([F:14])[F:12])=[CH:9][CH:8]=[CH:7][N:6]2[C:15]=1[C:17]1[CH:18]=[CH:19][C:20]([CH2:23][O:24][C:25]2[CH:30]=[CH:29][CH:28]=[C:27]([S:31]([CH3:34])(=[O:33])=[O:32])[CH:26]=2)=[CH:21][CH:22]=1)[CH3:2]. (2) Given the reactants S(Cl)([Cl:3])=O.[NH2:5][C:6]1[C:15]2[N:16]=[C:17]([OH:24])[N:18]([CH2:19][CH2:20][CH2:21][CH2:22]O)[C:14]=2[C:13]2[CH:12]=[CH:11][CH:10]=[CH:9][C:8]=2[N:7]=1, predict the reaction product. The product is: [NH2:5][C:6]1[C:15]2[N:16]=[C:17]([OH:24])[N:18]([CH2:19][CH2:20][CH2:21][CH2:22][Cl:3])[C:14]=2[C:13]2[CH:12]=[CH:11][CH:10]=[CH:9][C:8]=2[N:7]=1. (3) The product is: [C:1]([O:5][C:6]([N:8]1[CH2:12][C@H:11]([OH:13])[CH2:10][C@@H:9]1[C@H:21]1[O:25][C:24]([CH3:26])([CH3:27])[N:23]([C:28](=[O:30])[CH3:29])[C@H:22]1[CH2:31][C:32]1[CH:33]=[C:34]([F:39])[CH:35]=[C:36]([F:38])[CH:37]=1)=[O:7])([CH3:2])([CH3:3])[CH3:4]. Given the reactants [C:1]([O:5][C:6]([N:8]1[CH2:12][C@H:11]([O:13]CC2C=CC=CC=2)[CH2:10][C@@H:9]1[C@H:21]1[O:25][C:24]([CH3:27])([CH3:26])[N:23]([C:28](=[O:30])[CH3:29])[C@H:22]1[CH2:31][C:32]1[CH:37]=[C:36]([F:38])[CH:35]=[C:34]([F:39])[CH:33]=1)=[O:7])([CH3:4])([CH3:3])[CH3:2].[H][H], predict the reaction product. (4) Given the reactants [C:1]1([C:7]2[O:8][CH:9]=[C:10]([CH2:12][CH2:13][O:14][C:15]3[CH:20]=[CH:19][C:18]([OH:21])=[CH:17][CH:16]=3)[N:11]=2)[CH:6]=[CH:5][CH:4]=[CH:3][CH:2]=1.C(=O)([O-])[O-].[Cs+].[Cs+].Br[C:29]([CH3:36])([CH3:35])[C:30]([O:32][CH2:33][CH3:34])=[O:31], predict the reaction product. The product is: [CH3:35][C:29]([O:21][C:18]1[CH:17]=[CH:16][C:15]([O:14][CH2:13][CH2:12][C:10]2[N:11]=[C:7]([C:1]3[CH:2]=[CH:3][CH:4]=[CH:5][CH:6]=3)[O:8][CH:9]=2)=[CH:20][CH:19]=1)([CH3:36])[C:30]([O:32][CH2:33][CH3:34])=[O:31]. (5) Given the reactants [CH3:1][C:2]1([N:14]2[CH2:19][CH2:18][CH:17]([N:20]3[C:24]4[CH:25]=[CH:26][CH:27]=[CH:28][C:23]=4[NH:22][C:21]3=[O:29])[CH2:16][CH2:15]2)[CH2:6][CH2:5][N:4]([C:7]([O:9][C:10](C)(C)[CH3:11])=[O:8])[CH2:3]1.C(Cl)(=O)OCC[F:34], predict the reaction product. The product is: [CH3:1][C:2]1([N:14]2[CH2:19][CH2:18][CH:17]([N:20]3[C:24]4[CH:25]=[CH:26][CH:27]=[CH:28][C:23]=4[NH:22][C:21]3=[O:29])[CH2:16][CH2:15]2)[CH2:6][CH2:5][N:4]([C:7]([O:9][CH2:10][CH2:11][F:34])=[O:8])[CH2:3]1. (6) The product is: [N:31]1[CH:36]=[CH:35][CH:34]=[N:33][C:32]=1[N:37]1[CH2:42][CH2:41][N:40]([CH2:43][CH2:44][NH:45][C:22](=[O:24])[C:21]2[CH:20]=[CH:19][C:18]([S:15](=[O:17])(=[O:16])[NH:14][C:9]3[CH:10]=[CH:11][CH:12]=[CH:13][C:8]=3[O:7][C:6]3[CH:27]=[CH:28][C:3]([C:2]([F:29])([F:1])[F:30])=[CH:4][CH:5]=3)=[CH:26][CH:25]=2)[CH2:39][CH2:38]1. Given the reactants [F:1][C:2]([F:30])([F:29])[C:3]1[CH:28]=[CH:27][C:6]([O:7][C:8]2[CH:13]=[CH:12][CH:11]=[CH:10][C:9]=2[NH:14][S:15]([C:18]2[CH:26]=[CH:25][C:21]([C:22]([OH:24])=O)=[CH:20][CH:19]=2)(=[O:17])=[O:16])=[CH:5][CH:4]=1.[N:31]1[CH:36]=[CH:35][CH:34]=[N:33][C:32]=1[N:37]1[CH2:42][CH2:41][N:40]([CH2:43][CH2:44][NH2:45])[CH2:39][CH2:38]1, predict the reaction product. (7) The product is: [CH3:12][O:13][C:14]([C:16]1[S:17][C:18]([C:21]2[CH:29]=[C:28]3[C:27](=[CH:23][CH:22]=2)[N:26]([CH:30]([CH3:32])[CH3:31])[CH:25]=[C:2]3[CH:1]=[O:5])=[CH:19][CH:20]=1)=[O:15]. Given the reactants [C:1](Cl)(=[O:5])[C:2](Cl)=O.CN(C)C=O.[CH3:12][O:13][C:14]([C:16]1[S:17][C:18]([C:21]2[CH:22]=[C:23]3[C:27](=[CH:28][CH:29]=2)[N:26]([CH:30]([CH3:32])[CH3:31])[CH:25]=C3)=[CH:19][CH:20]=1)=[O:15], predict the reaction product. (8) Given the reactants Br[C:2]1[C:3]([NH2:22])=[N:4][CH:5]=[C:6]([C:8]2[CH:13]=[CH:12][C:11]([O:14][Si:15]([C:18]([CH3:21])([CH3:20])[CH3:19])([CH3:17])[CH3:16])=[CH:10][CH:9]=2)[N:7]=1.[C:23]1([C:29]#[CH:30])[CH:28]=[CH:27][CH:26]=[CH:25][CH:24]=1.O, predict the reaction product. The product is: [Si:15]([O:14][C:11]1[CH:12]=[CH:13][C:8]([C:6]2[N:7]=[C:2]([C:30]#[C:29][C:23]3[CH:28]=[CH:27][CH:26]=[CH:25][CH:24]=3)[C:3]([NH2:22])=[N:4][CH:5]=2)=[CH:9][CH:10]=1)([C:18]([CH3:21])([CH3:20])[CH3:19])([CH3:17])[CH3:16].